From a dataset of Forward reaction prediction with 1.9M reactions from USPTO patents (1976-2016). Predict the product of the given reaction. (1) Given the reactants FC1C=CC(C(C2C=CC(F)=CC=2)N2CCC(CO[C:17]3[C:26]([CH:27]4[CH2:29][CH2:28]4)=[CH:25][C:20]([C:21]([O:23]C)=[O:22])=[C:19]([F:30])[CH:18]=3)CC2)=CC=1.[Br:38][C:39]1[CH:66]=[CH:65][C:42]([CH2:43][N:44]2[CH2:49][CH2:48][CH:47]([CH2:50][O:51]C3C(F)=C(C=C(C4CC4)C=3)C([O-])=O)[CH2:46][CH2:45]2)=[C:41]([Cl:67])[CH:40]=1, predict the reaction product. The product is: [Br:38][C:39]1[CH:66]=[CH:65][C:42]([CH2:43][N:44]2[CH2:49][CH2:48][CH:47]([CH2:50][O:51][C:17]3[C:26]([CH:27]4[CH2:29][CH2:28]4)=[CH:25][C:20]([C:21]([OH:23])=[O:22])=[C:19]([F:30])[CH:18]=3)[CH2:46][CH2:45]2)=[C:41]([Cl:67])[CH:40]=1. (2) Given the reactants Br.Br[CH2:3][C:4]1[N:5]=[C:6]2[C:11](=[N:12][CH:13]=1)[N:10]=[C:9]([NH2:14])[N:8]=[C:7]2[NH2:15].[NH2:16][CH2:17][C:18]1[CH:23]=[CH:22][CH:21]=[CH:20][N:19]=1.C(=O)(O)[O-], predict the reaction product. The product is: [N:19]1[CH:20]=[CH:21][CH:22]=[CH:23][C:18]=1[CH2:17][NH:16][CH2:3][C:4]1[N:5]=[C:6]2[C:11](=[N:12][CH:13]=1)[N:10]=[C:9]([NH2:14])[N:8]=[C:7]2[NH2:15]. (3) Given the reactants C[O:2][C:3]([C@@H:5]1[O:9][C:8](=[O:10])[N:7]([C:11]2[CH:12]=[C:13]3[C:18](=[C:19]([F:21])[CH:20]=2)[N:17]([CH3:22])[C:16](=[O:23])[CH2:15][CH2:14]3)[CH2:6]1)=O.[CH3:24][NH2:25], predict the reaction product. The product is: [CH3:24][NH:25][C:3]([C@@H:5]1[O:9][C:8](=[O:10])[N:7]([C:11]2[CH:12]=[C:13]3[C:18](=[C:19]([F:21])[CH:20]=2)[N:17]([CH3:22])[C:16](=[O:23])[CH2:15][CH2:14]3)[CH2:6]1)=[O:2].